This data is from Reaction yield outcomes from USPTO patents with 853,638 reactions. The task is: Predict the reaction yield, written as a fraction of the theoretical maximum amount of product (1.0 means a 100% yield; for example, 0.34 means a 34% yield). (1) The reactants are [Br:1][C:2]1[CH:10]=[CH:9][C:8]([C:11]([OH:13])=O)=[C:7]2[C:3]=1[CH:4]=[CH:5][NH:6]2.C1C=CC2N(O)N=[N:20]C=2C=1. The catalyst is C1COCC1.C(Cl)Cl.CCOCC. The product is [Br:1][C:2]1[CH:10]=[CH:9][C:8]([C:11]([NH2:20])=[O:13])=[C:7]2[C:3]=1[CH:4]=[CH:5][NH:6]2. The yield is 0.970. (2) The reactants are [C:1]([C:3]1[CH:8]=[CH:7][CH:6]=[CH:5][C:4]=1[C:9]1[CH:14]=[CH:13][C:12]([CH2:15][NH:16][C:17]2[C:26]([NH:27][C:28]([O:30]C)=O)=[CH:25][CH:24]=[CH:23][C:18]=2[C:19]([O:21][CH3:22])=[O:20])=[CH:11][CH:10]=1)#[N:2].C[O-].[Na+].Cl. The catalyst is CO. The product is [C:1]([C:3]1[CH:8]=[CH:7][CH:6]=[CH:5][C:4]=1[C:9]1[CH:14]=[CH:13][C:12]([CH2:15][N:16]2[C:17]3[C:18]([C:19]([O:21][CH3:22])=[O:20])=[CH:23][CH:24]=[CH:25][C:26]=3[NH:27][C:28]2=[O:30])=[CH:11][CH:10]=1)#[N:2]. The yield is 0.890.